Dataset: Full USPTO retrosynthesis dataset with 1.9M reactions from patents (1976-2016). Task: Predict the reactants needed to synthesize the given product. (1) Given the product [I:40][C:31]1[C:9]([C:7]([NH:6][CH2:5][CH:4]=[N:3][O:2][CH3:1])=[O:8])=[C:10]([CH:28]=[CH:29][CH:30]=1)[C:11]([NH:13][C:14]1[CH:19]=[CH:18][C:17]([C:20]([F:25])([F:26])[C:21]([F:24])([F:23])[F:22])=[CH:16][C:15]=1[CH3:27])=[O:12], predict the reactants needed to synthesize it. The reactants are: [CH3:1][O:2][N:3]=[CH:4][CH2:5][NH:6][C:7]([C:9]1[CH:31]=[CH:30][CH:29]=[CH:28][C:10]=1[C:11]([NH:13][C:14]1[CH:19]=[CH:18][C:17]([C:20]([F:26])([F:25])[C:21]([F:24])([F:23])[F:22])=[CH:16][C:15]=1[CH3:27])=[O:12])=[O:8].BrN1C(=O)CCC1=O.[I:40]N1C(=O)CCC1=O. (2) Given the product [NH2:9][N:10]1[C:14]2[CH:15]=[CH:16][CH:17]=[CH:18][C:13]=2[N:12]=[C:11]1[S:19][CH2:20][C:21]1[C:26]([CH3:27])=[C:25]([O:28][CH2:29][C:30]([F:33])([F:32])[F:31])[CH:24]=[CH:23][N:22]=1, predict the reactants needed to synthesize it. The reactants are: Cl.C(OC([NH:9][N:10]1[C:14]2[CH:15]=[CH:16][CH:17]=[CH:18][C:13]=2[N:12]=[C:11]1[S:19][CH2:20][C:21]1[C:26]([CH3:27])=[C:25]([O:28][CH2:29][C:30]([F:33])([F:32])[F:31])[CH:24]=[CH:23][N:22]=1)=O)(C)(C)C. (3) Given the product [CH2:11]([O:13][C:14](=[O:20])[C:15]([CH3:19])([CH3:18])[CH2:16][N:10]1[C:4]2[CH:3]=[C:2]([Cl:1])[N:7]=[CH:6][C:5]=2[CH:8]=[CH:9]1)[CH3:12], predict the reactants needed to synthesize it. The reactants are: [Cl:1][C:2]1[N:7]=[CH:6][C:5]2[CH:8]=[CH:9][NH:10][C:4]=2[CH:3]=1.[CH2:11]([O:13][C:14](=[O:20])[C:15]([CH3:19])([CH3:18])[CH2:16]Br)[CH3:12].C([O-])([O-])=O.[Cs+].[Cs+]. (4) Given the product [ClH:1].[ClH:1].[CH:5]1([CH2:7][NH:3][C@@H:4]2[CH2:6][C@H:5]2[C:7]2[CH:8]=[C:9]([CH:19]=[CH:20][CH:21]=2)[C:10]([NH:12][C:13]2[S:17][C:16]([CH3:18])=[N:15][CH:14]=2)=[O:11])[CH2:6][CH2:4]1, predict the reactants needed to synthesize it. The reactants are: [ClH:1].Cl.[NH2:3][C@@H:4]1[CH2:6][C@H:5]1[C:7]1[CH:8]=[C:9]([CH:19]=[CH:20][CH:21]=1)[C:10]([NH:12][C:13]1[S:17][C:16]([CH3:18])=[N:15][CH:14]=1)=[O:11].C(=O)([O-])O.[Na+].[BH4-].[Na+]. (5) The reactants are: [CH2:1]([O:8][C:9]1[CH:16]=[CH:15][C:12]([CH:13]=[O:14])=[CH:11][C:10]=1[OH:17])[C:2]1[CH:7]=[CH:6][CH:5]=[CH:4][CH:3]=1.CN(C)C=O.[H-].[Na+].Cl[CH2:26][O:27][CH3:28]. Given the product [CH2:1]([O:8][C:9]1[CH:16]=[CH:15][C:12]([CH:13]=[O:14])=[CH:11][C:10]=1[O:17][CH2:26][O:27][CH3:28])[C:2]1[CH:3]=[CH:4][CH:5]=[CH:6][CH:7]=1, predict the reactants needed to synthesize it. (6) Given the product [CH3:28][C:27]1[CH:29]=[CH:30][C:24]([S:21]([O:20][CH2:19][C:2]2([OH:1])[C:6](=[O:7])[O:5][C@H:4]3[C:8]4[C@@:13]([CH3:16])([CH2:14][CH2:15][C:3]23[OH:18])[CH2:12][CH2:11][CH2:10][C:9]=4[CH3:17])(=[O:23])=[O:22])=[CH:25][CH:26]=1, predict the reactants needed to synthesize it. The reactants are: [OH:1][C:2]1([CH2:19][OH:20])[C:6](=[O:7])[O:5][C@H:4]2[C:8]3[C@@:13]([CH3:16])([CH2:14][CH2:15][C:3]12[OH:18])[CH2:12][CH2:11][CH2:10][C:9]=3[CH3:17].[S:21](Cl)([C:24]1[CH:30]=[CH:29][C:27]([CH3:28])=[CH:26][CH:25]=1)(=[O:23])=[O:22].N1C=CC=CC=1. (7) Given the product [CH2:1]([C@@:5]1([CH2:32][CH3:33])[NH:11][C@H:10]([C:12]2[CH:13]=[CH:14][CH:15]=[CH:16][CH:17]=2)[C:9]2[CH:18]=[C:19]([O:28][CH3:29])[C:20]([C:22](=[O:23])[CH3:34])=[CH:21][C:8]=2[S:7](=[O:30])(=[O:31])[CH2:6]1)[CH2:2][CH2:3][CH3:4], predict the reactants needed to synthesize it. The reactants are: [CH2:1]([C@@:5]1([CH2:32][CH3:33])[NH:11][C@H:10]([C:12]2[CH:17]=[CH:16][CH:15]=[CH:14][CH:13]=2)[C:9]2[CH:18]=[C:19]([O:28][CH3:29])[C:20]([C:22](N(C)OC)=[O:23])=[CH:21][C:8]=2[S:7](=[O:31])(=[O:30])[CH2:6]1)[CH2:2][CH2:3][CH3:4].[CH3:34][Mg]Br.Cl.[NH4+].